Dataset: Experimentally validated miRNA-target interactions with 360,000+ pairs, plus equal number of negative samples. Task: Binary Classification. Given a miRNA mature sequence and a target amino acid sequence, predict their likelihood of interaction. (1) The miRNA is hsa-let-7a-3p with sequence CUAUACAAUCUACUGUCUUUC. The protein sequence of the target gene is MERDGDQAGHGPRHGSAGNGRELESPAAASLLAPMDLGEEPLEKAERARPAKDPNTYKVLSLVLSVCVLTTILGCIFGLKPSCAKEVKSCKGRCFERTFSNCRCDAACVSLGNCCLDFQETCVEPTHIWTCNKFRCGEKRLSRFVCSCADDCKTHNDCCINYSSVCQDKKSWVEETCESIDTPECPAEFESPPTLLFSLDGFRAEYLHTWGGLLPVISKLKNCGTYTKNMRPMYPTKTFPNHYSIVTGLYPESHGIIDNKMYDPKMNASFSLKSKEKFNPLWYKGQPIWVTANHQEVKSG.... Result: 0 (no interaction). (2) The miRNA is hsa-miR-4670-3p with sequence UGAAGUUACAUCAUGGUCGCUU. The protein sequence of the target gene is MAETSEEVAVLVQRVVKDITNAFRRNPHIDEIGLIPCPEARYNRSPIVLVENKLGVESWCVKFLLPYVHNKLLLYRTRKQWLNRDELIDVTCTLLLLNPDFTTAWNVRKELILSGTLNPIKDLHLGKLALTKFPKSPETWIHRRWVLQQLIQETSLPSFVTKGNLGTIPTERAQRLIQEEMEVCGEAAGRYPSNYNAWSHRIWVLQHLAKLDVKILLDELSSTKHWASMHVSDHSGFHYRQFLLKSLISQTVIDSSVMEQNPLRSEPALVPPKDEEAAVSTEEPRINLPHLLEEEVEFST.... Result: 0 (no interaction).